From a dataset of Peptide-MHC class II binding affinity with 134,281 pairs from IEDB. Regression. Given a peptide amino acid sequence and an MHC pseudo amino acid sequence, predict their binding affinity value. This is MHC class II binding data. (1) The peptide sequence is YDKFLANVSTVLTNK. The MHC is DRB1_0401 with pseudo-sequence DRB1_0401. The binding affinity (normalized) is 0.693. (2) The peptide sequence is SGSQEVEFIGYGKAT. The MHC is DRB1_1101 with pseudo-sequence DRB1_1101. The binding affinity (normalized) is 0.106. (3) The peptide sequence is IQYVNYWFAPGAGAA. The binding affinity (normalized) is 0.0273. The MHC is DRB1_1501 with pseudo-sequence DRB1_1501. (4) The peptide sequence is EKKYFAITQFEPLAA. The MHC is HLA-DQA10501-DQB10301 with pseudo-sequence HLA-DQA10501-DQB10301. The binding affinity (normalized) is 0.218. (5) The peptide sequence is EKKYDAATQFEPLAA. The MHC is DRB1_0101 with pseudo-sequence DRB1_0101. The binding affinity (normalized) is 0.393. (6) The peptide sequence is FVVFLVAAALGGLAA. The MHC is DRB1_0401 with pseudo-sequence DRB1_0401. The binding affinity (normalized) is 0.505. (7) The peptide sequence is CEYIPLFSATARRAM. The MHC is DRB1_0802 with pseudo-sequence DRB1_0802. The binding affinity (normalized) is 0.792.